This data is from NCI-60 drug combinations with 297,098 pairs across 59 cell lines. The task is: Regression. Given two drug SMILES strings and cell line genomic features, predict the synergy score measuring deviation from expected non-interaction effect. (1) Cell line: RXF 393. Drug 2: C1CCC(C(C1)N)N.C(=O)(C(=O)[O-])[O-].[Pt+4]. Synergy scores: CSS=17.3, Synergy_ZIP=-4.99, Synergy_Bliss=-1.62, Synergy_Loewe=-4.13, Synergy_HSA=-0.623. Drug 1: C1CCN(CC1)CCOC2=CC=C(C=C2)C(=O)C3=C(SC4=C3C=CC(=C4)O)C5=CC=C(C=C5)O. (2) Drug 1: CC1=C(C=C(C=C1)NC(=O)C2=CC=C(C=C2)CN3CCN(CC3)C)NC4=NC=CC(=N4)C5=CN=CC=C5. Drug 2: C1=NC2=C(N1)C(=S)N=CN2. Cell line: SF-539. Synergy scores: CSS=30.6, Synergy_ZIP=-2.75, Synergy_Bliss=-1.32, Synergy_Loewe=-2.71, Synergy_HSA=2.39. (3) Drug 1: CN(C)C1=NC(=NC(=N1)N(C)C)N(C)C. Drug 2: C1CC(C1)(C(=O)O)C(=O)O.[NH2-].[NH2-].[Pt+2]. Cell line: TK-10. Synergy scores: CSS=11.7, Synergy_ZIP=-2.34, Synergy_Bliss=1.67, Synergy_Loewe=-11.4, Synergy_HSA=-2.52. (4) Drug 1: C1=CC(=CC=C1CC(C(=O)O)N)N(CCCl)CCCl.Cl. Drug 2: N.N.Cl[Pt+2]Cl. Cell line: M14. Synergy scores: CSS=1.65, Synergy_ZIP=0.904, Synergy_Bliss=3.17, Synergy_Loewe=-2.19, Synergy_HSA=-0.847. (5) Drug 1: CCC1(CC2CC(C3=C(CCN(C2)C1)C4=CC=CC=C4N3)(C5=C(C=C6C(=C5)C78CCN9C7C(C=CC9)(C(C(C8N6C)(C(=O)OC)O)OC(=O)C)CC)OC)C(=O)OC)O.OS(=O)(=O)O. Drug 2: C#CCC(CC1=CN=C2C(=N1)C(=NC(=N2)N)N)C3=CC=C(C=C3)C(=O)NC(CCC(=O)O)C(=O)O. Cell line: CAKI-1. Synergy scores: CSS=-0.172, Synergy_ZIP=-1.20, Synergy_Bliss=-4.51, Synergy_Loewe=-1.76, Synergy_HSA=-4.63. (6) Drug 1: C1=C(C(=O)NC(=O)N1)F. Drug 2: CNC(=O)C1=NC=CC(=C1)OC2=CC=C(C=C2)NC(=O)NC3=CC(=C(C=C3)Cl)C(F)(F)F. Cell line: 786-0. Synergy scores: CSS=24.5, Synergy_ZIP=-11.4, Synergy_Bliss=-11.5, Synergy_Loewe=-7.70, Synergy_HSA=-5.79.